This data is from Reaction yield outcomes from USPTO patents with 853,638 reactions. The task is: Predict the reaction yield, written as a fraction of the theoretical maximum amount of product (1.0 means a 100% yield; for example, 0.34 means a 34% yield). (1) The reactants are [Cl:1][C:2]1[CH:19]=[CH:18][CH:17]=[C:16]([Cl:20])[C:3]=1[CH2:4][N:5]1[CH2:10][CH2:9][NH:8][C:7]2[N:11]=[CH:12][C:13](I)=[CH:14][C:6]1=2.[Cl:21][C:22]1[CH:27]=[C:26](B(O)O)[CH:25]=[CH:24][N:23]=1. No catalyst specified. The product is [Cl:21][C:22]1[CH:27]=[C:26]([C:13]2[CH:12]=[N:11][C:7]3[NH:8][CH2:9][CH2:10][N:5]([CH2:4][C:3]4[C:2]([Cl:1])=[CH:19][CH:18]=[CH:17][C:16]=4[Cl:20])[C:6]=3[CH:14]=2)[CH:25]=[CH:24][N:23]=1. The yield is 0.310. (2) The reactants are [F:1][C:2]([F:35])([F:34])[C:3]1[CH:4]=[C:5]([C:13]([CH3:33])([CH3:32])[C:14]([N:16]([C:18]2[CH:19]=[N:20][C:21](Cl)=[CH:22][C:23]=2[C:24]2[C:25]([CH3:30])=[N:26][CH:27]=[CH:28][CH:29]=2)[CH3:17])=[O:15])[CH:6]=[C:7]([C:9]([F:12])([F:11])[F:10])[CH:8]=1.[CH3:36][N:37]1[CH2:42][CH2:41][NH:40][CH2:39][CH2:38]1. The catalyst is CN(C1C=CN=CC=1)C.COC(C)(C)C. The product is [F:1][C:2]([F:35])([F:34])[C:3]1[CH:4]=[C:5]([C:13]([CH3:33])([CH3:32])[C:14]([N:16]([CH3:17])[C:18]2[CH:19]=[N:20][C:21]([N:40]3[CH2:41][CH2:42][N:37]([CH3:36])[CH2:38][CH2:39]3)=[CH:22][C:23]=2[C:24]2[C:25]([CH3:30])=[N:26][CH:27]=[CH:28][CH:29]=2)=[O:15])[CH:6]=[C:7]([C:9]([F:12])([F:11])[F:10])[CH:8]=1. The yield is 0.930.